Dataset: Full USPTO retrosynthesis dataset with 1.9M reactions from patents (1976-2016). Task: Predict the reactants needed to synthesize the given product. (1) Given the product [Cl:16][C:13]1[CH:14]=[CH:15][C:10]([C@@H:9]2[O:8][CH2:7][CH2:6][N:5]([C:18]([O:20][C:21]([CH3:24])([CH3:23])[CH3:22])=[O:19])[CH2:4][C@H:3]2[CH2:2][NH:1][C:26]2[O:27][C:28]3[CH:34]=[CH:33][CH:32]=[C:31]([C:35]#[N:36])[C:29]=3[N:30]=2)=[CH:11][C:12]=1[F:17], predict the reactants needed to synthesize it. The reactants are: [NH2:1][CH2:2][C@H:3]1[C@H:9]([C:10]2[CH:15]=[CH:14][C:13]([Cl:16])=[C:12]([F:17])[CH:11]=2)[O:8][CH2:7][CH2:6][N:5]([C:18]([O:20][C:21]([CH3:24])([CH3:23])[CH3:22])=[O:19])[CH2:4]1.Cl[C:26]1[O:27][C:28]2[C:29](=[C:31]([C:35]#[N:36])[CH:32]=[CH:33][CH:34]=2)[N:30]=1. (2) Given the product [NH:2]1[CH2:6][CH2:5][C@H:4]([O:7][C:8]2[CH:9]=[CH:10][C:11]3[O:16][CH2:15][C:14](=[O:17])[NH:13][C:12]=3[CH:18]=2)[CH2:3]1, predict the reactants needed to synthesize it. The reactants are: Cl.[NH:2]1[CH2:6][CH2:5][C@H:4]([O:7][C:8]2[CH:9]=[CH:10][C:11]3[O:16][CH2:15][C:14](=[O:17])[NH:13][C:12]=3[CH:18]=2)[CH2:3]1. (3) Given the product [CH3:33][O:32][C:3]1[CH:4]=[C:5]([C:8]2[CH:13]=[CH:12][CH:11]=[C:10]([CH2:14][O:15][C:16]3[CH:21]=[CH:20][C:19]([C:22]4([CH2:26][C:27]([O:29][CH2:30][CH3:31])=[O:28])[CH2:25][O:24][CH2:23]4)=[CH:18][CH:17]=3)[CH:9]=2)[CH:6]=[CH:7][C:2]=1[O:1][CH2:45][CH2:46][CH2:47][S:48]([CH3:51])(=[O:50])=[O:49], predict the reactants needed to synthesize it. The reactants are: [OH:1][C:2]1[CH:7]=[CH:6][C:5]([C:8]2[CH:13]=[CH:12][CH:11]=[C:10]([CH2:14][O:15][C:16]3[CH:21]=[CH:20][C:19]([C:22]4([CH2:26][C:27]([O:29][CH2:30][CH3:31])=[O:28])[CH2:25][O:24][CH2:23]4)=[CH:18][CH:17]=3)[CH:9]=2)=[CH:4][C:3]=1[O:32][CH3:33].CC1C=CC(S(O[CH2:45][CH2:46][CH2:47][S:48]([CH3:51])(=[O:50])=[O:49])(=O)=O)=CC=1.C(=O)([O-])[O-].[Cs+].[Cs+]. (4) Given the product [NH:31]1[CH:32]=[N:33][C:29]([CH2:28][N:23]2[CH2:22][CH2:21][C:20]3[C:25](=[CH:26][CH:27]=[C:18]([NH:17][C:15]([C:10]4[CH2:11][CH2:12][CH2:13][CH2:14][C:9]=4[C:6]4[CH:7]=[CH:8][C:3]([C:2]([F:54])([F:1])[F:53])=[CH:4][CH:5]=4)=[O:16])[CH:19]=3)[CH2:24]2)=[N:30]1, predict the reactants needed to synthesize it. The reactants are: [F:1][C:2]([F:54])([F:53])[C:3]1[CH:8]=[CH:7][C:6]([C:9]2[CH2:14][CH2:13][CH2:12][CH2:11][C:10]=2[C:15]([NH:17][C:18]2[CH:19]=[C:20]3[C:25](=[CH:26][CH:27]=2)[CH2:24][N:23]([CH2:28][C:29]2[N:33]=[CH:32][N:31](C(C4C=CC=CC=4)(C4C=CC=CC=4)C4C=CC=CC=4)[N:30]=2)[CH2:22][CH2:21]3)=[O:16])=[CH:5][CH:4]=1.Cl.O.C(=O)(O)[O-].[Na+]. (5) Given the product [NH2:75][C:72]1[CH:73]=[CH:74][C:69]([C:55]2[C:54]3[C:58](=[CH:59][C:51]([F:50])=[CH:52][CH:53]=3)[N:57]([S:60]([C:63]3[CH:68]=[CH:67][CH:66]=[CH:65][CH:64]=3)(=[O:62])=[O:61])[CH:56]=2)=[CH:70][C:71]=1[NH:76][C:14]([CH:11]1[CH2:10][CH2:9][N:8]([C:6]([O:5][C:1]([CH3:2])([CH3:3])[CH3:4])=[O:7])[CH2:13][CH2:12]1)=[O:16], predict the reactants needed to synthesize it. The reactants are: [C:1]([O:5][C:6]([N:8]1[CH2:13][CH2:12][CH:11]([C:14]([OH:16])=O)[CH2:10][CH2:9]1)=[O:7])([CH3:4])([CH3:3])[CH3:2].CCN(C(C)C)C(C)C.CN(C(ON1N=NC2C=CC=NC1=2)=[N+](C)C)C.F[P-](F)(F)(F)(F)F.[F:50][C:51]1[CH:59]=[C:58]2[C:54]([C:55]([C:69]3[CH:70]=[C:71]([NH2:76])[C:72]([NH2:75])=[CH:73][CH:74]=3)=[CH:56][N:57]2[S:60]([C:63]2[CH:68]=[CH:67][CH:66]=[CH:65][CH:64]=2)(=[O:62])=[O:61])=[CH:53][CH:52]=1. (6) Given the product [N:13]1[CH:14]=[CH:15][CH:16]=[C:11]([CH2:10][NH:9][C:36]([C:32]2[S:31][C:30]([C:28]3[CH:27]=[N:26][CH:25]=[C:24]([N:23]([CH2:22][C:21]4[CH:40]=[CH:41][C:18]([F:17])=[CH:19][CH:20]=4)[CH3:39])[N:29]=3)=[N:34][C:33]=2[CH3:35])=[O:37])[CH:12]=1, predict the reactants needed to synthesize it. The reactants are: C(N)C1C=CC=CC=1.[NH2:9][CH2:10][C:11]1[CH:12]=[N:13][CH:14]=[CH:15][CH:16]=1.[F:17][C:18]1[CH:41]=[CH:40][C:21]([CH2:22][N:23]([CH3:39])[C:24]2[N:29]=[C:28]([C:30]3[S:31][C:32]([C:36](O)=[O:37])=[C:33]([CH3:35])[N:34]=3)[CH:27]=[N:26][CH:25]=2)=[CH:20][CH:19]=1. (7) Given the product [C:58]([NH:57][CH2:56][CH2:55][C:52]1[CH:53]=[CH:54][C:49]([F:48])=[CH:50][C:51]=1[O:61][CH2:32][CH2:31][O:30][CH:18]1[CH:17]([C:14]2[CH:13]=[CH:12][C:11]([O:10][CH2:9][CH2:8][CH2:7][O:6][CH2:5][C:4]3[CH:44]=[CH:45][CH:46]=[CH:47][C:3]=3[O:2][CH3:1])=[CH:16][CH:15]=2)[CH2:22][CH2:21][N:20]([C:23]([O:25][C:26]([CH3:27])([CH3:29])[CH3:28])=[O:24])[CH2:19]1)(=[O:60])[CH3:59], predict the reactants needed to synthesize it. The reactants are: [CH3:1][O:2][C:3]1[CH:47]=[CH:46][CH:45]=[CH:44][C:4]=1[CH2:5][O:6][CH2:7][CH2:8][CH2:9][O:10][C:11]1[CH:16]=[CH:15][C:14]([CH:17]2[CH2:22][CH2:21][N:20]([C:23]([O:25][C:26]([CH3:29])([CH3:28])[CH3:27])=[O:24])[CH2:19][CH:18]2[O:30][CH2:31][CH2:32]OS(C2C=CC(C)=CC=2)(=O)=O)=[CH:13][CH:12]=1.[F:48][C:49]1[CH:54]=[CH:53][C:52]([CH2:55][CH2:56][NH:57][C:58](=[O:60])[CH3:59])=[C:51]([OH:61])[CH:50]=1. (8) Given the product [OH:8][N:9]1[C:14]2[N:15]=[CH:16][N:17]=[C:18]([CH3:19])[C:13]=2[C:12]([NH:20][CH2:21][C:22]2[CH:23]=[N:24][C:25]([C:28]3[CH:29]=[CH:30][CH:31]=[CH:32][CH:33]=3)=[CH:26][CH:27]=2)=[CH:11][C:10]1=[O:34], predict the reactants needed to synthesize it. The reactants are: C([O:8][N:9]1[C:14]2[N:15]=[CH:16][N:17]=[C:18]([CH3:19])[C:13]=2[C:12]([NH:20][CH2:21][C:22]2[CH:23]=[N:24][C:25]([C:28]3[CH:33]=[CH:32][CH:31]=[CH:30][CH:29]=3)=[CH:26][CH:27]=2)=[CH:11][C:10]1=[O:34])C1C=CC=CC=1.CO.[H][H]. (9) Given the product [NH2:74][CH2:73][CH2:72][CH2:71][N:68]1[CH:66]=[C:65]([CH2:64][O:63][C:60]2[CH:61]=[CH:62][C:57]([CH2:56][N:14]([CH2:15][CH2:16][CH2:17][CH2:18][CH2:19][C:20](=[O:55])[NH:21][CH2:22][CH2:23][CH2:24][CH2:25][C@@H:26]([C:48]([O:50][C:51]([CH3:52])([CH3:53])[CH3:54])=[O:49])[NH:27][C:28](=[O:47])[NH:29][C@H:30]([C:40]([O:42][C:43]([CH3:44])([CH3:45])[CH3:46])=[O:41])[CH2:31][CH2:32][C:33]([O:35][C:36]([CH3:38])([CH3:39])[CH3:37])=[O:34])[CH2:13][C:9]3[N:8]([CH2:7][C:6]([O:5][C:1]([CH3:2])([CH3:3])[CH3:4])=[O:67])[CH:12]=[CH:11][N:10]=3)=[CH:58][CH:59]=2)[N:70]=[N:69]1, predict the reactants needed to synthesize it. The reactants are: [C:1]([O:5][C:6](=[O:67])[CH2:7][N:8]1[CH:12]=[CH:11][N:10]=[C:9]1[CH2:13][N:14]([CH2:56][C:57]1[CH:62]=[CH:61][C:60]([O:63][CH2:64][C:65]#[CH:66])=[CH:59][CH:58]=1)[CH2:15][CH2:16][CH2:17][CH2:18][CH2:19][C:20](=[O:55])[NH:21][CH2:22][CH2:23][CH2:24][CH2:25][C@@H:26]([C:48]([O:50][C:51]([CH3:54])([CH3:53])[CH3:52])=[O:49])[NH:27][C:28](=[O:47])[NH:29][C@H:30]([C:40]([O:42][C:43]([CH3:46])([CH3:45])[CH3:44])=[O:41])[CH2:31][CH2:32][C:33]([O:35][C:36]([CH3:39])([CH3:38])[CH3:37])=[O:34])([CH3:4])([CH3:3])[CH3:2].[N:68]([CH2:71][CH2:72][CH2:73][NH2:74])=[N+:69]=[N-:70].